From a dataset of Peptide-MHC class I binding affinity with 185,985 pairs from IEDB/IMGT. Regression. Given a peptide amino acid sequence and an MHC pseudo amino acid sequence, predict their binding affinity value. This is MHC class I binding data. (1) The peptide sequence is MLLTFLTSLL. The MHC is HLA-A02:06 with pseudo-sequence HLA-A02:06. The binding affinity (normalized) is 0.704. (2) The MHC is HLA-A02:01 with pseudo-sequence HLA-A02:01. The binding affinity (normalized) is 0.0847. The peptide sequence is YLKKLDDFY. (3) The binding affinity (normalized) is 0.0847. The peptide sequence is HLKEKSSLR. The MHC is HLA-A02:03 with pseudo-sequence HLA-A02:03. (4) The binding affinity (normalized) is 0. The peptide sequence is IQTPTKLMNK. The MHC is HLA-B35:01 with pseudo-sequence HLA-B35:01. (5) The binding affinity (normalized) is 0.0847. The peptide sequence is NLTEEMAAL. The MHC is HLA-B18:01 with pseudo-sequence HLA-B18:01. (6) The peptide sequence is RVHGATVFK. The MHC is HLA-B44:02 with pseudo-sequence HLA-B44:02. The binding affinity (normalized) is 0.0847.